From a dataset of Peptide-MHC class II binding affinity with 134,281 pairs from IEDB. Regression. Given a peptide amino acid sequence and an MHC pseudo amino acid sequence, predict their binding affinity value. This is MHC class II binding data. (1) The peptide sequence is KDNNMLVSQALNSVANRS. The MHC is DRB1_0101 with pseudo-sequence DRB1_0101. The binding affinity (normalized) is 0.413. (2) The binding affinity (normalized) is 0.575. The peptide sequence is EKKYFAATQFEPLAI. The MHC is HLA-DQA10501-DQB10201 with pseudo-sequence HLA-DQA10501-DQB10201.